This data is from Forward reaction prediction with 1.9M reactions from USPTO patents (1976-2016). The task is: Predict the product of the given reaction. (1) Given the reactants [CH:1]1([N:6]2[C:11](=[O:12])[C:10](N3CCCC3=O)=[CH:9][C:8]([C:19]([OH:21])=O)=[CH:7]2)[CH2:5][CH2:4][CH2:3][CH2:2]1.CN(C(ON1N=N[C:32]2[CH:33]=[CH:34][CH:35]=[N:36][C:31]1=2)=[N+](C)C)C.F[P-](F)(F)(F)(F)F.[NH2:46][C@@H:47]([CH2:67][C:68]1[CH:73]=[CH:72][CH:71]=[CH:70][CH:69]=1)[C@H:48]([OH:66])[CH2:49][NH:50][CH:51]1[C:60]2[C:55](=[CH:56][CH:57]=[C:58]([O:61][CH3:62])[CH:59]=2)[C:54](=[O:63])[C:53]([CH3:65])([CH3:64])[CH2:52]1.C(N(C(C)C)CC)(C)C, predict the reaction product. The product is: [CH:1]1([N:6]2[CH:7]=[C:8]([C:19]([NH:46][C@@H:47]([CH2:67][C:68]3[CH:69]=[CH:70][CH:71]=[CH:72][CH:73]=3)[C@H:48]([OH:66])[CH2:49][NH:50][C@H:51]3[C:60]4[C:55](=[CH:56][CH:57]=[C:58]([O:61][CH3:62])[CH:59]=4)[C:54](=[O:63])[C:53]([CH3:64])([CH3:65])[CH2:52]3)=[O:21])[CH:9]=[C:10]([C:31]3[CH:32]=[CH:33][CH:34]=[CH:35][N:36]=3)[C:11]2=[O:12])[CH2:2][CH2:3][CH2:4][CH2:5]1. (2) Given the reactants CC(S(/[N:7]=[CH:8]/[C:9]1[O:13][CH:12]=[N:11][CH:10]=1)=O)(C)C.[Cl:14][C:15]1[CH:16]=[C:17]([Mg]Br)[CH:18]=[CH:19][C:20]=1[Cl:21].[NH4+].[Cl-].Cl.O1CCOCC1, predict the reaction product. The product is: [ClH:14].[Cl:14][C:15]1[CH:16]=[C:17]([CH:8]([C:9]2[O:13][CH:12]=[N:11][CH:10]=2)[NH2:7])[CH:18]=[CH:19][C:20]=1[Cl:21]. (3) Given the reactants C([N:8]1[C:12]2=[C:13]([NH:28][S:29]([CH:32]3[CH2:34][CH2:33]3)(=[O:31])=[O:30])[C:14]([NH:19][C:20]3[CH:25]=[CH:24][C:23]([I:26])=[CH:22][C:21]=3[F:27])=[C:15]([CH3:18])[C:16](=[O:17])[N:11]2[CH2:10][CH2:9]1)C1C=CC=CC=1, predict the reaction product. The product is: [F:27][C:21]1[CH:22]=[C:23]([I:26])[CH:24]=[CH:25][C:20]=1[NH:19][C:14]1[C:13]([NH:28][S:29]([CH:32]2[CH2:33][CH2:34]2)(=[O:31])=[O:30])=[C:12]2[NH:8][CH2:9][CH2:10][N:11]2[C:16](=[O:17])[C:15]=1[CH3:18]. (4) Given the reactants [NH2:1][C:2]1[N:7]=[CH:6][C:5]([C:8]#[C:9][C:10]2[CH:11]=[C:12]([NH:16][C:17](=[O:25])OC3C=CC=CC=3)[CH:13]=[CH:14][CH:15]=2)=[CH:4][N:3]=1.Cl.[NH2:27][CH:28]1[CH2:33][CH2:32][CH2:31][NH:30][C:29]1=[O:34].C(N(CC)CC)C, predict the reaction product. The product is: [NH2:1][C:2]1[N:3]=[CH:4][C:5]([C:8]#[C:9][C:10]2[CH:11]=[C:12]([NH:16][C:17]([NH:27][CH:28]3[CH2:33][CH2:32][CH2:31][NH:30][C:29]3=[O:34])=[O:25])[CH:13]=[CH:14][CH:15]=2)=[CH:6][N:7]=1. (5) Given the reactants [CH3:1][O:2][C:3]1[CH:20]=[CH:19][C:6]([CH2:7][N:8]2[C:12]3[N:13]=[CH:14][CH:15]=[C:16]([OH:17])[C:11]=3[C:10]([CH3:18])=[N:9]2)=[CH:5][CH:4]=1.F[C:22]1[CH:27]=[CH:26][C:25]([N+:28]([O-:30])=[O:29])=[CH:24][C:23]=1[CH3:31], predict the reaction product. The product is: [CH3:1][O:2][C:3]1[CH:4]=[CH:5][C:6]([CH2:7][N:8]2[C:12]3=[N:13][CH:14]=[CH:15][C:16]([O:17][C:22]4[CH:27]=[CH:26][C:25]([N+:28]([O-:30])=[O:29])=[CH:24][C:23]=4[CH3:31])=[C:11]3[C:10]([CH3:18])=[N:9]2)=[CH:19][CH:20]=1. (6) Given the reactants [CH2:1]([N:3]1[C:11]2[C:6](=[CH:7][CH:8]=[CH:9][CH:10]=2)[CH:5]=[C:4]1[C:12]1[CH:17]=[CH:16][CH:15]=[CH:14][CH:13]=1)[CH3:2].[Cl-].[C:19]([C:23]1[CH:32]=[CH:31][C:26]([CH:27]=[N+:28]([CH3:30])[CH3:29])=[CH:25][CH:24]=1)([CH3:22])([CH3:21])[CH3:20].C(C1C=CC(C=O)=CC=1)(C)(C)C.CNC, predict the reaction product. The product is: [C:19]([C:23]1[CH:24]=[CH:25][C:26]([CH:27]([N:28]([CH3:30])[CH3:29])[C:5]2[C:6]3[C:11](=[CH:10][CH:9]=[CH:8][CH:7]=3)[N:3]([CH2:1][CH3:2])[C:4]=2[C:12]2[CH:17]=[CH:16][CH:15]=[CH:14][CH:13]=2)=[CH:31][CH:32]=1)([CH3:22])([CH3:20])[CH3:21]. (7) Given the reactants [NH:1]1[C:9]2[C:4](=[CH:5][CH:6]=[C:7]([C:10]([OH:12])=O)[CH:8]=2)[CH:3]=[CH:2]1.C(Cl)Cl.N1C=CC=CC=1.O[NH:23][C:24](=[NH:33])[C:25]1[CH:30]=[CH:29][C:28]([O:31][CH3:32])=[CH:27][CH:26]=1, predict the reaction product. The product is: [CH3:32][O:31][C:28]1[CH:29]=[CH:30][C:25]([C:24]2[N:23]=[C:10]([C:7]3[CH:8]=[C:9]4[C:4]([CH:3]=[CH:2][NH:1]4)=[CH:5][CH:6]=3)[O:12][N:33]=2)=[CH:26][CH:27]=1.